Dataset: Reaction yield outcomes from USPTO patents with 853,638 reactions. Task: Predict the reaction yield, written as a fraction of the theoretical maximum amount of product (1.0 means a 100% yield; for example, 0.34 means a 34% yield). (1) The reactants are [Cl:1][C:2]1[CH:7]=[CH:6][CH:5]=[CH:4][C:3]=1[C:8]1[C:16]2[O:15][CH:14]([CH2:17][NH:18]C(=O)OCC3C=CC=CC=3)[CH2:13][C:12]=2[CH:11]=[CH:10][CH:9]=1.I[Si](C)(C)C.Cl. The catalyst is C(#N)C.C(O)(C)C. The product is [Cl:1][C:2]1[CH:7]=[CH:6][CH:5]=[CH:4][C:3]=1[C:8]1[C:16]2[O:15][CH:14]([CH2:17][NH2:18])[CH2:13][C:12]=2[CH:11]=[CH:10][CH:9]=1. The yield is 0.580. (2) The reactants are C([O:4][C@H:5]1[CH2:9][C@H:8]([N:10]2C=N[C:16]3[C:11]2=[N:12][CH:13]=[N:14][C:15]=3[NH:19][C@@H:20]2[C:28]3[C:23](=[CH:24][CH:25]=[CH:26][CH:27]=3)[CH2:22][CH2:21]2)[O:7][C@@H:6]1[CH2:29][O:30][S:31]([NH2:34])(=[O:33])=[O:32])(=O)C.O1CC[CH2:37][CH2:36]1.N.C[OH:42]. No catalyst specified. The product is [S:31](=[O:33])(=[O:32])([O:30][CH2:29][C@@H:6]1[C@@H:5]([OH:4])[C@@H:9]([OH:42])[C@H:8]([N:10]2[C:11]3[N:12]=[CH:13][N:14]=[C:15]([NH:19][C@@H:20]4[C:28]5[C:23](=[CH:24][CH:25]=[CH:26][CH:27]=5)[CH2:22][CH2:21]4)[C:16]=3[CH:37]=[CH:36]2)[O:7]1)[NH2:34]. The yield is 0.660. (3) The reactants are C([N:8]1[CH2:12][CH2:11][C:10]([C:20]2[CH:21]=[C:22]3[C:26](=[CH:27][CH:28]=2)[NH:25][CH:24]=[CH:23]3)([CH2:13][C:14]2[CH:19]=[CH:18][CH:17]=[CH:16][CH:15]=2)[CH2:9]1)C1C=CC=CC=1. The catalyst is CO.[OH-].[OH-].[Pd+2]. The product is [CH2:13]([C:10]1([C:20]2[CH:21]=[C:22]3[C:26](=[CH:27][CH:28]=2)[NH:25][CH:24]=[CH:23]3)[CH2:11][CH2:12][NH:8][CH2:9]1)[C:14]1[CH:19]=[CH:18][CH:17]=[CH:16][CH:15]=1. The yield is 0.540. (4) The reactants are [OH:1][CH2:2][C:3]1[CH:7]=[CH:6][N:5]([C:8]2[N:12]([C:13]3[CH:14]=[N:15][C:16]([O:19][CH3:20])=[CH:17][CH:18]=3)[N:11]=[C:10]([C:21]([OH:23])=O)[CH:9]=2)[CH:4]=1.[NH:24]1[CH2:29][CH2:28][O:27][CH2:26][CH2:25]1. No catalyst specified. The product is [OH:1][CH2:2][C:3]1[CH:7]=[CH:6][N:5]([C:8]2[N:12]([C:13]3[CH:14]=[N:15][C:16]([O:19][CH3:20])=[CH:17][CH:18]=3)[N:11]=[C:10]([C:21]([N:24]3[CH2:29][CH2:28][O:27][CH2:26][CH2:25]3)=[O:23])[CH:9]=2)[CH:4]=1. The yield is 0.630. (5) The reactants are [CH:1]1[C:13]2[CH:12]([CH2:14][O:15]C(Cl)=O)[C:11]3[C:6](=[CH:7][CH:8]=[CH:9][CH:10]=3)[C:5]=2[CH:4]=[CH:3][CH:2]=1.[NH2:19][C@H:20]1[CH2:43][CH2:42][C@@:41]2([CH3:44])[C@H:22]([CH2:23][C@@H:24]([OH:47])[C@@H:25]3[C@@H:40]2[CH2:39][C@H:38]([OH:45])[C@@:37]2([CH3:46])[C@H:26]3[CH2:27][CH2:28][C@@H:29]2[C@H:30]([CH3:36])[CH2:31][CH2:32][C:33]([OH:35])=[O:34])[CH2:21]1.O. The catalyst is O1CCOCC1.C([O-])([O-])=O.[Na+].[Na+]. The product is [CH:1]1[C:13]2[CH:12]([CH2:14][O:15][NH:19][C@H:20]3[CH2:43][CH2:42][C@@:41]4([CH3:44])[C@H:22]([CH2:23][C@@H:24]([OH:47])[C@@H:25]5[C@@H:40]4[CH2:39][C@H:38]([OH:45])[C@@:37]4([CH3:46])[C@H:26]5[CH2:27][CH2:28][C@@H:29]4[C@H:30]([CH3:36])[CH2:31][CH2:32][C:33]([OH:35])=[O:34])[CH2:21]3)[C:11]3[C:6](=[CH:7][CH:8]=[CH:9][CH:10]=3)[C:5]=2[CH:4]=[CH:3][CH:2]=1. The yield is 0.710. (6) The reactants are [CH3:1][C:2]1([CH3:10])[CH2:7][CH2:6][CH2:5][CH:4]([CH3:8])[C:3]1=[O:9].C([N-]C(C)C)(C)C.[Li+].CN(C)P(N(C)C)(N(C)C)=O.Br[CH2:31][C:32]([O:34][CH2:35][CH3:36])=[O:33].[Cl-].[NH4+]. The catalyst is O1CCCC1. The product is [CH3:8][C:4]1([CH2:31][C:32]([O:34][CH2:35][CH3:36])=[O:33])[CH2:5][CH2:6][CH2:7][C:2]([CH3:10])([CH3:1])[C:3]1=[O:9]. The yield is 0.910.